This data is from Forward reaction prediction with 1.9M reactions from USPTO patents (1976-2016). The task is: Predict the product of the given reaction. (1) The product is: [CH3:14][C:13]1[CH:12]=[CH:11][N:15]=[C:2]2[CH2:3][C:4]3[CH:5]=[CH:6][CH:7]=[CH:8][C:9]=3[C:1]=12. Given the reactants [CH2:1]1[C:9]2[C:4](=[CH:5][CH:6]=[CH:7][CH:8]=2)[CH2:3][C:2]1=O.[CH2:11]([NH2:15])[C:12]#[C:13][CH3:14], predict the reaction product. (2) Given the reactants [CH2:1]([N:3]1[C:8]2[N:9]=[C:10](S(C)=O)[N:11]=[CH:12][C:7]=2[CH:6]=[C:5]([C:16]2[CH:21]=[CH:20][C:19]([S:22]([CH3:25])(=[O:24])=[O:23])=[CH:18][CH:17]=2)[C:4]1=[O:26])[CH3:2].[CH2:27]([N:29]1[CH2:34][CH2:33][CH:32]([CH2:35][CH2:36][NH2:37])[CH2:31][CH2:30]1)[CH3:28].CCN(C(C)C)C(C)C, predict the reaction product. The product is: [CH2:1]([N:3]1[C:8]2[N:9]=[C:10]([NH:37][CH2:36][CH2:35][CH:32]3[CH2:31][CH2:30][N:29]([CH2:27][CH3:28])[CH2:34][CH2:33]3)[N:11]=[CH:12][C:7]=2[CH:6]=[C:5]([C:16]2[CH:17]=[CH:18][C:19]([S:22]([CH3:25])(=[O:24])=[O:23])=[CH:20][CH:21]=2)[C:4]1=[O:26])[CH3:2]. (3) Given the reactants FC(F)(F)C(O)=O.[NH2:8][C:9]1([C:21]([NH2:23])=[O:22])[CH2:17][C:16]2[C:11](=[CH:12][CH:13]=[C:14]([N+:18]([O-:20])=[O:19])[CH:15]=2)[CH2:10]1.CO[C:26](OC)(OC)[CH2:27][CH2:28][CH3:29], predict the reaction product. The product is: [N+:18]([C:14]1[CH:15]=[C:16]2[C:11](=[CH:12][CH:13]=1)[CH2:10][C:9]1([C:21](=[O:22])[NH:23][C:26]([CH2:27][CH2:28][CH3:29])=[N:8]1)[CH2:17]2)([O-:20])=[O:19]. (4) Given the reactants [C:1]1(=[O:7])[O:6][C:4](=[O:5])[CH2:3][CH2:2]1.[C:8]1([S:14][CH3:15])[CH:13]=[CH:12][CH:11]=[CH:10][CH:9]=1.[Cl-].[Al+3].[Cl-].[Cl-].Cl, predict the reaction product. The product is: [CH3:15][S:14][C:8]1[CH:13]=[CH:12][C:11]([C:1](=[O:7])[CH2:2][CH2:3][C:4]([OH:6])=[O:5])=[CH:10][CH:9]=1. (5) Given the reactants [F:1][C:2]1[CH:7]=[C:6]([F:8])[CH:5]=[CH:4][C:3]=1[C@H:9]1[NH:14][CH2:13][C@@H:12]([CH3:15])[O:11][CH2:10]1.Br[C:17]1[CH:18]=[CH:19][C:20]2[O:21][CH2:22][C:23](=[O:27])[NH:24][C:25]=2[N:26]=1, predict the reaction product. The product is: [F:1][C:2]1[CH:7]=[C:6]([F:8])[CH:5]=[CH:4][C:3]=1[C@@H:9]1[CH2:10][O:11][C@H:12]([CH3:15])[CH2:13][N:14]1[C:17]1[CH:18]=[CH:19][C:20]2[O:21][CH2:22][C:23](=[O:27])[NH:24][C:25]=2[N:26]=1.